Dataset: Forward reaction prediction with 1.9M reactions from USPTO patents (1976-2016). Task: Predict the product of the given reaction. (1) Given the reactants Cl[CH2:2][C:3]1[CH:4]=[C:5]([C:10]#[C:11][C:12]2[CH:13]=[N:14][CH:15]=[C:16]([CH:19]=2)[C:17]#[N:18])[CH:6]=[CH:7][C:8]=1[F:9].[CH3:20][NH:21][CH3:22], predict the reaction product. The product is: [CH3:20][N:21]([CH2:2][C:3]1[CH:4]=[C:5]([C:10]#[C:11][C:12]2[CH:13]=[N:14][CH:15]=[C:16]([CH:19]=2)[C:17]#[N:18])[CH:6]=[CH:7][C:8]=1[F:9])[CH3:22]. (2) The product is: [Cl:1][C:2]1[CH:3]=[C:4]([C@@H:12]([CH2:33][CH:34]2[CH2:35][CH2:36][CH2:37][CH2:38]2)[C:13]([NH:15][C:16]2[CH:20]=[CH:19][N:18]([CH2:21][C:22]([OH:24])([CH3:32])[CH3:23])[N:17]=2)=[O:14])[CH:5]=[CH:6][C:7]=1[S:8]([CH3:11])(=[O:9])=[O:10]. Given the reactants [Cl:1][C:2]1[CH:3]=[C:4]([C@@H:12]([CH2:33][CH:34]2[CH2:38][CH2:37][CH2:36][CH2:35]2)[C:13]([NH:15][C:16]2[CH:20]=[CH:19][N:18]([CH2:21][C:22]([CH3:32])([O:24][Si](CC)(CC)CC)[CH3:23])[N:17]=2)=[O:14])[CH:5]=[CH:6][C:7]=1[S:8]([CH3:11])(=[O:10])=[O:9].O1CCCC1.C(O)(=O)C, predict the reaction product. (3) The product is: [OH:5][CH2:1][C:2]1[CH:3]=[CH:11][N:10]([CH3:9])[C:15](=[O:22])[CH:4]=1. Given the reactants [CH2:1]([O:5]C(Cl)=O)[CH:2]([CH3:4])[CH3:3].[CH3:9][N:10]1[CH2:15]COC[CH2:11]1.[BH4-].[Na+].Cl.C1C[O:22]CC1, predict the reaction product.